Regression. Given a peptide amino acid sequence and an MHC pseudo amino acid sequence, predict their binding affinity value. This is MHC class I binding data. From a dataset of Peptide-MHC class I binding affinity with 185,985 pairs from IEDB/IMGT. The peptide sequence is ASADKPYSY. The MHC is HLA-A01:01 with pseudo-sequence HLA-A01:01. The binding affinity (normalized) is 0.479.